From a dataset of Catalyst prediction with 721,799 reactions and 888 catalyst types from USPTO. Predict which catalyst facilitates the given reaction. (1) Reactant: [F:1][C:2]1[CH:9]=[CH:8][C:5]([CH:6]=O)=[CH:4][CH:3]=1.[N+:10]([CH2:13][CH3:14])([O-:12])=[O:11].C(OC)(OC)OC.Cl.CN.C([O-])(=O)C.[K+]. Product: [F:1][C:2]1[CH:9]=[CH:8][C:5](/[CH:6]=[C:13](/[N+:10]([O-:12])=[O:11])\[CH3:14])=[CH:4][CH:3]=1. The catalyst class is: 5. (2) Reactant: Cl[C:2]1[N:7]=[C:6]([CH3:8])[CH:5]=[CH:4][N:3]=1.[F-].[K+].C1OCCOCCOCCOCCOCCOC1.[NH2:29][C@H:30]1[C:39]2[C:34](=[CH:35][CH:36]=[C:37]([O:40][CH:41]3[CH2:45][CH2:44][O:43][CH2:42]3)[CH:38]=2)[N:33]([C:46](=[O:48])[CH3:47])[C@@H:32]([CH3:49])[C@@H:31]1[CH3:50].CCN(C(C)C)C(C)C. Product: [CH3:49][C@H:32]1[C@H:31]([CH3:50])[C@@H:30]([NH:29][C:2]2[N:7]=[C:6]([CH3:8])[CH:5]=[CH:4][N:3]=2)[C:39]2[C:34](=[CH:35][CH:36]=[C:37]([O:40][CH:41]3[CH2:45][CH2:44][O:43][CH2:42]3)[CH:38]=2)[N:33]1[C:46](=[O:48])[CH3:47]. The catalyst class is: 16. (3) Reactant: [CH3:1][O:2][C:3]1[CH:8]=[CH:7][CH:6]=[C:5]([C:9]2[CH:14]=[CH:13][N:12]=[CH:11][CH:10]=2)[C:4]=1[C:15]1[CH:20]=[CH:19][C:18]([OH:21])=[CH:17][CH:16]=1.Cl.Cl[CH2:24][C:25]1[CH:34]=[CH:33][C:32]2[C:27](=[CH:28][CH:29]=[CH:30][CH:31]=2)[N:26]=1.C(=O)([O-])[O-].[K+].[K+]. Product: [CH3:1][O:2][C:3]1[CH:8]=[CH:7][CH:6]=[C:5]([C:9]2[CH:10]=[CH:11][N:12]=[CH:13][CH:14]=2)[C:4]=1[C:15]1[CH:16]=[CH:17][C:18]([O:21][CH2:24][C:25]2[CH:34]=[CH:33][C:32]3[C:27](=[CH:28][CH:29]=[CH:30][CH:31]=3)[N:26]=2)=[CH:19][CH:20]=1. The catalyst class is: 3. (4) Reactant: [CH3:1][N:2]([S:15]([C:18]1[S:19][CH:20]=[CH:21][CH:22]=1)(=[O:17])=[O:16])[C:3]1[CH:4]=[CH:5][CH:6]=[C:7]2[C:11]=1[NH:10][C:9]([C:12](=[S:14])[NH2:13])=[CH:8]2.[C:23]([O:28][CH2:29][CH3:30])(=[O:27])[C:24]#[C:25][CH3:26].C(P(CCCC)CCCC)CCC.O1CCCC1. Product: [CH3:1][N:2]([S:15]([C:18]1[S:19][CH:20]=[CH:21][CH:22]=1)(=[O:17])=[O:16])[C:3]1[CH:4]=[CH:5][CH:6]=[C:7]2[C:11]=1[NH:10][C:9]([C:12]1[S:14][CH:25]([CH2:24][C:23]([O:28][CH2:29][CH3:30])=[O:27])[CH2:26][N:13]=1)=[CH:8]2. The catalyst class is: 11. (5) Reactant: [C:1]([O:5][C:6]([N:8]1[CH2:12][C@H:11](O)[CH2:10][C@H:9]1[CH:14](O)[CH3:15])=[O:7])([CH3:4])([CH3:3])[CH3:2].[CH:17]([NH2:20])([CH3:19])[CH3:18]. Product: [C:1]([O:5][C:6]([N:8]1[CH2:12][CH:11]2[CH2:10][CH:9]1[CH:14]([CH3:15])[N:20]2[CH:17]([CH3:19])[CH3:18])=[O:7])([CH3:4])([CH3:3])[CH3:2]. The catalyst class is: 11. (6) Reactant: [CH3:1][O:2][C:3]1[CH:4]=[C:5]([CH2:19][NH2:20])[CH:6]=[CH:7][C:8]=1[O:9][CH2:10][C:11]1[CH:12]=[N:13][C:14]([O:17][CH3:18])=[CH:15][CH:16]=1.Cl[C:22]1[C:27]([N+:28]([O-:30])=[O:29])=[CH:26][C:25]([I:31])=[CH:24][N:23]=1.C(N(CC)C(C)C)(C)C. Product: [I:31][C:25]1[CH:26]=[C:27]([N+:28]([O-:30])=[O:29])[C:22]([NH:20][CH2:19][C:5]2[CH:6]=[CH:7][C:8]([O:9][CH2:10][C:11]3[CH:12]=[N:13][C:14]([O:17][CH3:18])=[CH:15][CH:16]=3)=[C:3]([O:2][CH3:1])[CH:4]=2)=[N:23][CH:24]=1. The catalyst class is: 10.